Dataset: NCI-60 drug combinations with 297,098 pairs across 59 cell lines. Task: Regression. Given two drug SMILES strings and cell line genomic features, predict the synergy score measuring deviation from expected non-interaction effect. (1) Drug 1: CNC(=O)C1=CC=CC=C1SC2=CC3=C(C=C2)C(=NN3)C=CC4=CC=CC=N4. Drug 2: C1CNP(=O)(OC1)N(CCCl)CCCl. Cell line: HOP-92. Synergy scores: CSS=-6.07, Synergy_ZIP=2.93, Synergy_Bliss=0.451, Synergy_Loewe=-3.85, Synergy_HSA=-5.97. (2) Drug 1: C1=NC2=C(N=C(N=C2N1C3C(C(C(O3)CO)O)O)F)N. Drug 2: CC1CCC2CC(C(=CC=CC=CC(CC(C(=O)C(C(C(=CC(C(=O)CC(OC(=O)C3CCCCN3C(=O)C(=O)C1(O2)O)C(C)CC4CCC(C(C4)OC)O)C)C)O)OC)C)C)C)OC. Cell line: CAKI-1. Synergy scores: CSS=12.3, Synergy_ZIP=-3.64, Synergy_Bliss=-2.14, Synergy_Loewe=-73.5, Synergy_HSA=-9.27. (3) Drug 1: C1=CC(=CC=C1CCCC(=O)O)N(CCCl)CCCl. Drug 2: CCN(CC)CCCC(C)NC1=C2C=C(C=CC2=NC3=C1C=CC(=C3)Cl)OC. Cell line: IGROV1. Synergy scores: CSS=34.8, Synergy_ZIP=1.35, Synergy_Bliss=5.43, Synergy_Loewe=3.62, Synergy_HSA=4.52. (4) Drug 1: CCC1=CC2CC(C3=C(CN(C2)C1)C4=CC=CC=C4N3)(C5=C(C=C6C(=C5)C78CCN9C7C(C=CC9)(C(C(C8N6C)(C(=O)OC)O)OC(=O)C)CC)OC)C(=O)OC.C(C(C(=O)O)O)(C(=O)O)O. Drug 2: C1CC(=O)NC(=O)C1N2C(=O)C3=CC=CC=C3C2=O. Cell line: NCI-H322M. Synergy scores: CSS=16.1, Synergy_ZIP=1.59, Synergy_Bliss=2.71, Synergy_Loewe=-28.5, Synergy_HSA=2.77. (5) Drug 1: CS(=O)(=O)C1=CC(=C(C=C1)C(=O)NC2=CC(=C(C=C2)Cl)C3=CC=CC=N3)Cl. Drug 2: C1=CC(=CC=C1CC(C(=O)O)N)N(CCCl)CCCl.Cl. Cell line: TK-10. Synergy scores: CSS=8.97, Synergy_ZIP=-0.837, Synergy_Bliss=1.51, Synergy_Loewe=-1.35, Synergy_HSA=-1.19. (6) Drug 1: CC1=C(C=C(C=C1)NC(=O)C2=CC=C(C=C2)CN3CCN(CC3)C)NC4=NC=CC(=N4)C5=CN=CC=C5. Drug 2: C1=CN(C=N1)CC(O)(P(=O)(O)O)P(=O)(O)O. Cell line: MDA-MB-435. Synergy scores: CSS=0.314, Synergy_ZIP=6.74, Synergy_Bliss=0.805, Synergy_Loewe=-0.681, Synergy_HSA=-1.19. (7) Drug 1: CN1C(=O)N2C=NC(=C2N=N1)C(=O)N. Drug 2: CS(=O)(=O)CCNCC1=CC=C(O1)C2=CC3=C(C=C2)N=CN=C3NC4=CC(=C(C=C4)OCC5=CC(=CC=C5)F)Cl. Cell line: CAKI-1. Synergy scores: CSS=-0.300, Synergy_ZIP=17.3, Synergy_Bliss=20.8, Synergy_Loewe=-4.93, Synergy_HSA=-0.417. (8) Drug 1: CN1CCC(CC1)COC2=C(C=C3C(=C2)N=CN=C3NC4=C(C=C(C=C4)Br)F)OC. Drug 2: CN(C)C1=NC(=NC(=N1)N(C)C)N(C)C. Cell line: ACHN. Synergy scores: CSS=0.148, Synergy_ZIP=-2.54, Synergy_Bliss=-0.0451, Synergy_Loewe=-26.6, Synergy_HSA=-3.59. (9) Drug 1: C1=C(C(=O)NC(=O)N1)F. Drug 2: C1=CC(=CC=C1CCCC(=O)O)N(CCCl)CCCl. Cell line: RPMI-8226. Synergy scores: CSS=69.8, Synergy_ZIP=-14.9, Synergy_Bliss=-25.4, Synergy_Loewe=-19.6, Synergy_HSA=-18.2.